From a dataset of Reaction yield outcomes from USPTO patents with 853,638 reactions. Predict the reaction yield, written as a fraction of the theoretical maximum amount of product (1.0 means a 100% yield; for example, 0.34 means a 34% yield). (1) The reactants are Cl[C:2]1[C:7]([CH3:8])=[N:6][C:5]([CH3:9])=[CH:4][N:3]=1.[C:10]1(B(O)O)[C:19]2[C:14](=[CH:15][CH:16]=[CH:17][CH:18]=2)[CH:13]=[CH:12][CH:11]=1.C(=O)([O-])[O-].[Na+].[Na+]. The catalyst is C1C=CC(P(C2C=CC=CC=2)C2C=CC=CC=2)=CC=1.C1C=CC(P(C2C=CC=CC=2)C2C=CC=CC=2)=CC=1.Cl[Pd]Cl.O.C(#N)C. The product is [C:18]1([C:2]2[C:7]([CH3:8])=[N:6][C:5]([CH3:9])=[CH:4][N:3]=2)[C:19]2[C:14](=[CH:13][CH:12]=[CH:11][CH:10]=2)[CH:15]=[CH:16][CH:17]=1. The yield is 0.590. (2) The reactants are [F:1][C:2]1([F:14])[CH:7]=[CH:6][CH2:5][O:4][C:3]1([CH3:13])[C:8]([O:10][CH2:11][CH3:12])=[O:9]. The catalyst is CCOC(C)=O.[Pd]. The product is [F:14][C:2]1([F:1])[CH2:7][CH2:6][CH2:5][O:4][C:3]1([CH3:13])[C:8]([O:10][CH2:11][CH3:12])=[O:9]. The yield is 0.960. (3) The catalyst is COCCOC. The yield is 1.00. The product is [CH3:1][C:2]1([C:5]2[NH:13][C:8]3=[N+:9]([O-:19])[CH:10]=[CH:11][CH:12]=[C:7]3[CH:6]=2)[CH2:4][CH2:3]1. The reactants are [CH3:1][C:2]1([C:5]2[NH:13][C:8]3=[N:9][CH:10]=[CH:11][CH:12]=[C:7]3[CH:6]=2)[CH2:4][CH2:3]1.ClC1C=C(C=CC=1)C(OO)=[O:19].S(S([O-])=O)([O-])(=O)=O.[Na+].[Na+].ClCCl. (4) The reactants are C(O)C.[F:4][C:5]1[CH:6]=[C:7]([C:11]2[C:16]([N+:17]([O-])=O)=[C:15]([C:20]#[C:21][Si:22]([CH3:25])([CH3:24])[CH3:23])[C:14]([F:26])=[CH:13][C:12]=2[C:27](=[O:29])[CH3:28])[CH:8]=[CH:9][CH:10]=1. The catalyst is CO. The product is [NH2:17][C:16]1[C:11]([C:7]2[CH:8]=[CH:9][CH:10]=[C:5]([F:4])[CH:6]=2)=[C:12]([C:27](=[O:29])[CH3:28])[CH:13]=[C:14]([F:26])[C:15]=1[C:20]#[C:21][Si:22]([CH3:24])([CH3:23])[CH3:25]. The yield is 0.900.